From a dataset of NCI-60 drug combinations with 297,098 pairs across 59 cell lines. Regression. Given two drug SMILES strings and cell line genomic features, predict the synergy score measuring deviation from expected non-interaction effect. (1) Drug 1: C1C(C(OC1N2C=C(C(=O)NC2=O)F)CO)O. Synergy scores: CSS=24.8, Synergy_ZIP=-1.24, Synergy_Bliss=-2.70, Synergy_Loewe=-22.2, Synergy_HSA=-2.67. Cell line: SW-620. Drug 2: C1CNP(=O)(OC1)N(CCCl)CCCl. (2) Synergy scores: CSS=33.2, Synergy_ZIP=2.40, Synergy_Bliss=4.21, Synergy_Loewe=-5.85, Synergy_HSA=4.12. Drug 2: CCN(CC)CCNC(=O)C1=C(NC(=C1C)C=C2C3=C(C=CC(=C3)F)NC2=O)C. Drug 1: COC1=CC(=CC(=C1O)OC)C2C3C(COC3=O)C(C4=CC5=C(C=C24)OCO5)OC6C(C(C7C(O6)COC(O7)C8=CC=CS8)O)O. Cell line: EKVX. (3) Drug 1: CNC(=O)C1=CC=CC=C1SC2=CC3=C(C=C2)C(=NN3)C=CC4=CC=CC=N4. Drug 2: C1CN1P(=S)(N2CC2)N3CC3. Cell line: MALME-3M. Synergy scores: CSS=13.0, Synergy_ZIP=-1.84, Synergy_Bliss=0.438, Synergy_Loewe=-0.335, Synergy_HSA=-0.112.